Dataset: TCR-epitope binding with 47,182 pairs between 192 epitopes and 23,139 TCRs. Task: Binary Classification. Given a T-cell receptor sequence (or CDR3 region) and an epitope sequence, predict whether binding occurs between them. (1) The epitope is TEKSNIIRGW. Result: 0 (the TCR does not bind to the epitope). The TCR CDR3 sequence is CASSQGWWTSGGGELFF. (2) The epitope is LLWNGPMAV. The TCR CDR3 sequence is CSVDRRADEQFF. Result: 1 (the TCR binds to the epitope). (3) The epitope is ELAGIGILTV. The TCR CDR3 sequence is CASSKRADRPEEGYTF. Result: 0 (the TCR does not bind to the epitope).